Dataset: Forward reaction prediction with 1.9M reactions from USPTO patents (1976-2016). Task: Predict the product of the given reaction. (1) The product is: [C:23]([C:27]1[N:28]=[C:29]([N:36]2[CH2:40][C:39]([F:41])([F:42])[C:38]([F:43])([F:44])[CH2:37]2)[C:30]2[C:31](=[N:33][N:34]([CH2:46][C:47]3[O:48][C:49]([CH3:52])=[N:50][N:51]=3)[N:35]=2)[N:32]=1)([CH3:26])([CH3:24])[CH3:25]. Given the reactants C(C1N=C(N2CCC(F)(F)C2)C2C(=NN(CC)N=2)N=1)(C)(C)C.[C:23]([C:27]1[N:28]=[C:29]([N:36]2[CH2:40][C:39]([F:42])([F:41])[C:38]([F:44])([F:43])[CH2:37]2)[C:30]2[N:35]=[N:34][NH:33][C:31]=2[N:32]=1)([CH3:26])([CH3:25])[CH3:24].Cl[CH2:46][C:47]1[O:48][C:49]([CH3:52])=[N:50][N:51]=1, predict the reaction product. (2) Given the reactants [Cl:1][CH2:2][C:3](Cl)=[O:4].[NH:6]([CH2:20][CH2:21][N:22]1[C:30](=[O:31])[C:29]2[C:24](=[CH:25][CH:26]=[CH:27][CH:28]=2)[C:23]1=[O:32])[CH2:7][CH2:8][N:9]1[C:17](=[O:18])[C:16]2[C:11](=[CH:12][CH:13]=[CH:14][CH:15]=2)[C:10]1=[O:19].CCN(CC)CC, predict the reaction product. The product is: [Cl:1][CH2:2][C:3]([N:6]([CH2:7][CH2:8][N:9]1[C:17](=[O:18])[C:16]2[C:11](=[CH:12][CH:13]=[CH:14][CH:15]=2)[C:10]1=[O:19])[CH2:20][CH2:21][N:22]1[C:23](=[O:32])[C:24]2[C:29](=[CH:28][CH:27]=[CH:26][CH:25]=2)[C:30]1=[O:31])=[O:4]. (3) The product is: [CH3:4][CH2:3][CH2:2][CH2:7][CH2:6][CH3:5].[C:13]([O:15][CH2:16][CH3:17])(=[O:14])[CH3:12]. Given the reactants F[C:2]1[CH:3]=[C:4]([CH2:12][C:13]([OH:15])=[O:14])[CH:5]=[CH:6][C:7]=1C(F)(F)F.[CH2:16](N(CC)CC)[CH3:17].C(Cl)(=O)C(C)(C)C.C([C@@H]1COC(=O)N1)C1C=CC=CC=1.C([Li])CCC.[NH4+].[Cl-], predict the reaction product.